Task: Predict the reactants needed to synthesize the given product.. Dataset: Full USPTO retrosynthesis dataset with 1.9M reactions from patents (1976-2016) Given the product [CH2:15]([NH:17][CH:2]1[CH2:7][CH2:6][N:5]([C:8]([O:10][C:11]([CH3:14])([CH3:13])[CH3:12])=[O:9])[CH2:4][CH2:3]1)[CH3:16], predict the reactants needed to synthesize it. The reactants are: O=[C:2]1[CH2:7][CH2:6][N:5]([C:8]([O:10][C:11]([CH3:14])([CH3:13])[CH3:12])=[O:9])[CH2:4][CH2:3]1.[CH2:15]([NH2:17])[CH3:16].